This data is from Reaction yield outcomes from USPTO patents with 853,638 reactions. The task is: Predict the reaction yield, written as a fraction of the theoretical maximum amount of product (1.0 means a 100% yield; for example, 0.34 means a 34% yield). (1) The reactants are [CH3:1][N:2]1[C:6]2[CH:7]=[CH:8][CH:9]=[CH:10][C:5]=2[N:4]=[C:3]1[NH2:11].[C:12](N1C=CN=C1)([N:14]1[CH:18]=[CH:17][N:16]=[CH:15]1)=[S:13]. The catalyst is C(#N)C. The product is [CH3:1][N:2]1[C:6]2[CH:7]=[CH:8][CH:9]=[CH:10][C:5]=2[N:4]=[C:3]1[NH:11][C:12]([N:14]1[CH:18]=[CH:17][N:16]=[CH:15]1)=[S:13]. The yield is 0.715. (2) The reactants are [CH3:1][C:2]1[CH:7]=[CH:6][C:5]([S:8]([O:11][CH2:12][CH2:13][N:14]2[CH:18]=[C:17]([I:19])[CH:16]=[C:15]2[CH:20]=[O:21])(=[O:10])=[O:9])=[CH:4][CH:3]=1.[BH4-].[Na+].C(O)(=O)C. The catalyst is C(O)C. The product is [CH3:1][C:2]1[CH:3]=[CH:4][C:5]([S:8]([O:11][CH2:12][CH2:13][N:14]2[CH:18]=[C:17]([I:19])[CH:16]=[C:15]2[CH2:20][OH:21])(=[O:10])=[O:9])=[CH:6][CH:7]=1. The yield is 0.950.